Dataset: Reaction yield outcomes from USPTO patents with 853,638 reactions. Task: Predict the reaction yield, written as a fraction of the theoretical maximum amount of product (1.0 means a 100% yield; for example, 0.34 means a 34% yield). The reactants are [CH3:1][CH2:2][N:3]([CH:6]([CH2:8][N:9]1[C:18]2[CH:19]=[CH:20][CH:21]=[CH:22][C:17]=2[S:16][C:15]2[CH:14]=[CH:13][CH:12]=[CH:11][C:10]1=2)[CH3:7])[CH2:4][CH3:5].Cl.[OH-].[Na+]. The catalyst is C(Cl)Cl. The product is [CH3:5][CH2:4][N:3]([CH:6]([CH2:8][N:9]1[C:18]2[CH:19]=[CH:20][CH:21]=[CH:22][C:17]=2[S:16][C:15]2[CH:14]=[CH:13][CH:12]=[CH:11][C:10]1=2)[CH3:7])[CH2:2][CH3:1]. The yield is 0.200.